The task is: Predict the product of the given reaction.. This data is from Forward reaction prediction with 1.9M reactions from USPTO patents (1976-2016). Given the reactants [Li]CCCC.C(NC(C)C)(C)C.CN(P(N(C)C)(N(C)C)=O)C.[S:24]1[CH:28]=[CH:27][C:26]([C:29]([OH:31])=[O:30])=[CH:25]1.CON(C)[C:35]([C:37]1[CH:42]=[CH:41][N:40]=[CH:39][CH:38]=1)=[O:36], predict the reaction product. The product is: [C:35]([C:25]1[S:24][CH:28]=[CH:27][C:26]=1[C:29]([OH:31])=[O:30])(=[O:36])[C:37]1[CH:42]=[CH:41][N:40]=[CH:39][CH:38]=1.